From a dataset of Reaction yield outcomes from USPTO patents with 853,638 reactions. Predict the reaction yield, written as a fraction of the theoretical maximum amount of product (1.0 means a 100% yield; for example, 0.34 means a 34% yield). The reactants are [OH:1][C:2]([CH3:35])([CH3:34])[CH2:3][C@@:4]1([C:28]2[CH:33]=[CH:32][CH:31]=[CH:30][CH:29]=2)[O:9][C:8](=[O:10])[N:7]([C@H:11]([C:13]2[CH:18]=[CH:17][C:16](B3OC(C)(C)C(C)(C)O3)=[CH:15][CH:14]=2)[CH3:12])[CH2:6][CH2:5]1.Br[C:37]1[CH:38]=[N:39][N:40]([C@H:42]2[CH2:46][CH2:45][O:44][CH2:43]2)[CH:41]=1. No catalyst specified. The product is [OH:1][C:2]([CH3:34])([CH3:35])[CH2:3][C@@:4]1([C:28]2[CH:29]=[CH:30][CH:31]=[CH:32][CH:33]=2)[O:9][C:8](=[O:10])[N:7]([C@H:11]([C:13]2[CH:18]=[CH:17][C:16]([C:37]3[CH:38]=[N:39][N:40]([C@H:42]4[CH2:46][CH2:45][O:44][CH2:43]4)[CH:41]=3)=[CH:15][CH:14]=2)[CH3:12])[CH2:6][CH2:5]1. The yield is 0.370.